From a dataset of Reaction yield outcomes from USPTO patents with 853,638 reactions. Predict the reaction yield, written as a fraction of the theoretical maximum amount of product (1.0 means a 100% yield; for example, 0.34 means a 34% yield). (1) The reactants are [N:1]1[CH:6]=[CH:5][CH:4]=[CH:3][C:2]=1[C:7](=[O:12])[CH2:8][C:9](=[O:11])[CH3:10].[H-].[Na+].Br[CH2:16][C:17]([O:19][CH3:20])=[O:18]. The catalyst is CS(C)=O. The product is [O:11]=[C:9]([CH3:10])[CH:8]([C:7]([C:2]1[CH:3]=[CH:4][CH:5]=[CH:6][N:1]=1)=[O:12])[CH2:16][C:17]([O:19][CH3:20])=[O:18]. The yield is 0.714. (2) The yield is 0.630. The catalyst is CN(C)C=O. The product is [CH2:24]([O:26][C@H:27]1[CH2:28][CH2:29][C@H:30]([N:33]2[CH2:34][CH2:35][CH:36]([NH:39][C:2]3[CH:3]=[C:4]([CH:7]=[CH:8][C:9]=3[N+:10]([O-:12])=[O:11])[C:5]#[N:6])[CH2:37][CH2:38]2)[CH2:31][CH2:32]1)[CH3:25]. The reactants are F[C:2]1[CH:3]=[C:4]([CH:7]=[CH:8][C:9]=1[N+:10]([O-:12])=[O:11])[C:5]#[N:6].C(N(C(C)C)CC)(C)C.Cl.Cl.[CH2:24]([O:26][C@H:27]1[CH2:32][CH2:31][C@H:30]([N:33]2[CH2:38][CH2:37][CH:36]([NH2:39])[CH2:35][CH2:34]2)[CH2:29][CH2:28]1)[CH3:25]. (3) The reactants are [F:1][C:2]1[CH:7]=[C:6]([I:8])[CH:5]=[CH:4][C:3]=1[NH:9][C:10]1[C:15]([N+:16]([O-:18])=[O:17])=[C:14](F)[CH:13]=[C:12]([F:20])[C:11]=1[F:21].C[O-].[Na+].[C:25](OCC)(=[O:27])C. The catalyst is C1COCC1. The product is [F:1][C:2]1[CH:7]=[C:6]([I:8])[CH:5]=[CH:4][C:3]=1[NH:9][C:10]1[C:15]([N+:16]([O-:18])=[O:17])=[C:14]([O:27][CH3:25])[CH:13]=[C:12]([F:20])[C:11]=1[F:21]. The yield is 0.476. (4) The reactants are [Br:1][C:2]1[CH:9]=[CH:8][C:7]([O:10][CH3:11])=[CH:6][C:3]=1[CH2:4][OH:5].N1C=CN=C1.[Si:17](Cl)([C:20]([CH3:23])([CH3:22])[CH3:21])([CH3:19])[CH3:18].CCOCC. The catalyst is C1COCC1.O.CCCCCC. The product is [Br:1][C:2]1[CH:9]=[CH:8][C:7]([O:10][CH3:11])=[CH:6][C:3]=1[CH2:4][O:5][Si:17]([C:20]([CH3:23])([CH3:22])[CH3:21])([CH3:19])[CH3:18]. The yield is 0.960. (5) The reactants are [NH2:1][C:2]1[C:7]2[N:8]([CH3:14])[CH2:9][CH2:10][NH:11][C:12](=[O:13])[C:6]=2[CH:5]=[CH:4][CH:3]=1.Cl[C:16]1[N:21]=[C:20]([NH:22][C:23]2[CH:32]=[CH:31][CH:30]=[CH:29][C:24]=2[C:25]([NH:27][CH3:28])=[O:26])[C:19]([Cl:33])=[CH:18][N:17]=1.Cl. The catalyst is C(O)(C)C.O1CCOCC1. The product is [Cl:33][C:19]1[C:20]([NH:22][C:23]2[CH:32]=[CH:31][CH:30]=[CH:29][C:24]=2[C:25]([NH:27][CH3:28])=[O:26])=[N:21][C:16]([NH:1][C:2]2[C:7]3[N:8]([CH3:14])[CH2:9][CH2:10][NH:11][C:12](=[O:13])[C:6]=3[CH:5]=[CH:4][CH:3]=2)=[N:17][CH:18]=1. The yield is 0.0500. (6) The yield is 0.600. No catalyst specified. The product is [P:1]([Cl:6])([Cl:5])([O-:3])=[O:2].[CH3:4][N+:7]1[CH:12]=[CH:11][CH:10]=[CH:9][CH:8]=1. The reactants are [P:1]([Cl:6])([Cl:5])([O:3][CH3:4])=[O:2].[N:7]1[CH:12]=[CH:11][CH:10]=[CH:9][CH:8]=1. (7) The reactants are [CH3:1][O:2][CH2:3][CH:4]1[CH2:8][CH2:7][CH2:6][N:5]1[C:9]1[C:16]([CH3:17])=[CH:15][C:12]([C:13]#N)=[CH:11][N:10]=1.[OH-:18].[K+].Cl.[OH2:21]. No catalyst specified. The product is [CH3:1][O:2][CH2:3][CH:4]1[CH2:8][CH2:7][CH2:6][N:5]1[C:9]1[C:16]([CH3:17])=[CH:15][C:12]([C:13]([OH:21])=[O:18])=[CH:11][N:10]=1. The yield is 0.990. (8) The reactants are [Br:1][C:2]1[CH:10]=[C:9]2[C:5]([C:6]([CH2:21][OH:22])([CH2:19][OH:20])[C:7](=[O:18])[N:8]2[C:11]([O:13][C:14]([CH3:17])([CH3:16])[CH3:15])=[O:12])=[CH:4][CH:3]=1.C(N(CC)CC)C.[CH3:30][S:31](Cl)(=[O:33])=[O:32]. The catalyst is ClCCl. The product is [Br:1][C:2]1[CH:10]=[C:9]2[C:5]([C:6]([CH2:19][O:20][S:31]([CH3:30])(=[O:33])=[O:32])([CH2:21][O:22][S:31]([CH3:30])(=[O:33])=[O:32])[C:7](=[O:18])[N:8]2[C:11]([O:13][C:14]([CH3:16])([CH3:17])[CH3:15])=[O:12])=[CH:4][CH:3]=1. The yield is 0.790. (9) The reactants are [O:1]1[CH2:6][CH2:5][CH:4]([C:7]([C:9]2[S:13][C:12]([NH2:14])=[N:11][C:10]=2[C:15]2[O:16][CH:17]=[CH:18][CH:19]=2)=[O:8])[CH2:3][CH2:2]1.[Cl:20][C:21]1[CH:29]=[CH:28][C:24]([C:25](Cl)=[O:26])=[CH:23][N:22]=1.O. The catalyst is CN(C1C=CN=CC=1)C.N1C=CC=CC=1. The product is [Cl:20][C:21]1[CH:29]=[CH:28][C:24]([C:25]([NH:14][C:12]2[S:13][C:9]([C:7]([CH:4]3[CH2:5][CH2:6][O:1][CH2:2][CH2:3]3)=[O:8])=[C:10]([C:15]3[O:16][CH:17]=[CH:18][CH:19]=3)[N:11]=2)=[O:26])=[CH:23][N:22]=1. The yield is 0.730.